Dataset: Forward reaction prediction with 1.9M reactions from USPTO patents (1976-2016). Task: Predict the product of the given reaction. (1) Given the reactants [CH2:1]([O:8][N:9]1[C:15](=[O:16])[N:14]2[CH2:17][C@H:10]1[CH2:11][CH2:12][C@H:13]2[C:18]([OH:20])=O)[C:2]1[CH:7]=[CH:6][CH:5]=[CH:4][CH:3]=1.[NH2:21][O:22][CH2:23][CH2:24][N:25]([CH:33]([CH3:35])[CH3:34])[C:26](=[O:32])[O:27][C:28]([CH3:31])([CH3:30])[CH3:29], predict the reaction product. The product is: [CH2:1]([O:8][N:9]1[C:15](=[O:16])[N:14]2[CH2:17][C@H:10]1[CH2:11][CH2:12][C@H:13]2[C:18]([NH:21][O:22][CH2:23][CH2:24][N:25]([CH:33]([CH3:35])[CH3:34])[C:26](=[O:32])[O:27][C:28]([CH3:29])([CH3:31])[CH3:30])=[O:20])[C:2]1[CH:3]=[CH:4][CH:5]=[CH:6][CH:7]=1. (2) Given the reactants [F:1][C:2]([F:17])([F:16])[C:3]1[C:11]2[CH2:10][CH2:9][CH2:8][CH2:7][C:6]=2[N:5]([CH2:12][C:13]([OH:15])=O)[N:4]=1.C(Cl)(=O)C(Cl)=O.[NH2:24][C:25]1[N:29]([CH3:30])[N:28]=[CH:27][C:26]=1[C:31]([NH2:33])=[O:32], predict the reaction product. The product is: [CH3:30][N:29]1[C:25]([NH:24][C:13](=[O:15])[CH2:12][N:5]2[C:6]3[CH2:7][CH2:8][CH2:9][CH2:10][C:11]=3[C:3]([C:2]([F:1])([F:17])[F:16])=[N:4]2)=[C:26]([C:31]([NH2:33])=[O:32])[CH:27]=[N:28]1. (3) Given the reactants [Cl:1][C:2]1[CH:6]=[CH:5][S:4][C:3]=1[C:7]([CH3:11])([CH3:10])[C:8]#N.[OH-:12].[K+].[CH2:14]([OH:17])CO, predict the reaction product. The product is: [Cl:1][C:2]1[CH:6]=[CH:5][S:4][C:3]=1[C:7]([CH3:11])([CH3:10])[CH2:8][C:14]([OH:17])=[O:12].